This data is from Forward reaction prediction with 1.9M reactions from USPTO patents (1976-2016). The task is: Predict the product of the given reaction. (1) Given the reactants CC(OI1(OC(C)=O)(OC(C)=O)OC(=O)C2C=CC=CC1=2)=O.[O:23]1[CH:27]=[N:26][N:25]=[C:24]1[CH:28]([OH:46])[CH2:29][CH2:30][CH2:31][CH2:32][CH2:33][CH2:34][CH2:35][CH:36]=[CH:37][CH2:38][CH2:39][CH2:40][CH2:41][CH2:42][CH2:43][CH2:44][CH3:45].[O-]S([O-])(=S)=O.[Na+].[Na+].CO.C(Cl)Cl, predict the reaction product. The product is: [O:23]1[CH:27]=[N:26][N:25]=[C:24]1[C:28](=[O:46])[CH2:29][CH2:30][CH2:31][CH2:32][CH2:33][CH2:34][CH2:35][CH:36]=[CH:37][CH2:38][CH2:39][CH2:40][CH2:41][CH2:42][CH2:43][CH2:44][CH3:45]. (2) The product is: [N:16]1([CH2:15][CH2:14][CH2:13][O:12][C:7]2[CH:8]=[C:9]3[C:4](=[CH:5][CH:6]=2)[CH:3]=[C:2]([C:49]2[C:57]4[C:52](=[CH:53][CH:54]=[C:55]([C:58]#[N:59])[CH:56]=4)[N:51]([CH:60]4[CH2:65][CH2:64][CH2:63][CH2:62][O:61]4)[CH:24]=2)[CH:11]=[CH:10]3)[CH2:21][CH2:20][CH2:19][CH2:18][CH2:17]1. Given the reactants Br[C:2]1[CH:3]=[C:4]2[C:9](=[CH:10][CH:11]=1)[CH:8]=[C:7]([O:12][CH2:13][CH2:14][CH2:15][N:16]1[CH2:21][CH2:20][CH2:19][CH2:18][CH2:17]1)[CH:6]=[CH:5]2.B1(B2OC(C)(C)C(C)(C)O2)OC(C)(C)[C:24](C)(C)O1.C([O-])(=O)C.[K+].ClCCl.Br[C:49]1[C:57]2[C:52](=[CH:53][CH:54]=[C:55]([C:58]#[N:59])[CH:56]=2)[N:51]([CH:60]2[CH2:65][CH2:64][CH2:63][CH2:62][O:61]2)N=1.P([O-])([O-])([O-])=O.[K+].[K+].[K+], predict the reaction product. (3) Given the reactants Br[C:2]1[CH:3]=[CH:4][C:5]2[S:9][C:8]([CH2:10][CH2:11][N:12]3[CH2:16][CH2:15][CH2:14][CH:13]3[CH3:17])=[N:7][C:6]=2[CH:18]=1.[C:19]([C:21]1C=C[C:24](B(O)O)=[CH:23][CH:22]=1)#[N:20].C1(P(C2CCCCC2)C2C=CC=CC=2C2C=CC=CC=2)CCCCC1, predict the reaction product. The product is: [CH3:17][CH:13]1[CH2:14][CH2:15][CH2:16][N:12]1[CH2:11][CH2:10][C:8]1[S:9][C:5]2[CH:4]=[CH:3][C:2]([C:23]3[CH:24]=[N:20][CH:19]=[CH:21][CH:22]=3)=[CH:18][C:6]=2[N:7]=1. (4) Given the reactants Cl.Cl.[CH:3]([N:6]1[CH2:11][CH2:10][CH:9]([O:12][C:13]2[CH:14]=[C:15]3[C:19](=[CH:20][CH:21]=2)[NH:18][C:17]([C:22]([N:24]2[CH2:29][CH2:28][NH:27][CH2:26][CH2:25]2)=[O:23])=[CH:16]3)[CH2:8][CH2:7]1)([CH3:5])[CH3:4].C(N(CC)CC)C.[CH3:37][S:38](Cl)(=[O:40])=[O:39], predict the reaction product. The product is: [CH:3]([N:6]1[CH2:7][CH2:8][CH:9]([O:12][C:13]2[CH:14]=[C:15]3[C:19](=[CH:20][CH:21]=2)[NH:18][C:17]([C:22]([N:24]2[CH2:29][CH2:28][N:27]([S:38]([CH3:37])(=[O:40])=[O:39])[CH2:26][CH2:25]2)=[O:23])=[CH:16]3)[CH2:10][CH2:11]1)([CH3:5])[CH3:4].